Dataset: Forward reaction prediction with 1.9M reactions from USPTO patents (1976-2016). Task: Predict the product of the given reaction. (1) Given the reactants [CH2:1]([CH:3]1[O:5][CH2:4]1)Cl.O.[CH2:7]([CH:9]([CH2:20][CH2:21][CH2:22][CH3:23])[CH2:10][NH:11][CH2:12][CH:13]([CH2:18][CH3:19])[CH2:14][CH2:15][CH2:16][CH3:17])[CH3:8], predict the reaction product. The product is: [CH2:18]([CH:13]([CH2:14][CH2:15][CH2:16][CH3:17])[CH2:12][N:11]([CH2:1][CH:3]1[CH2:4][O:5]1)[CH2:10][CH:9]([CH2:7][CH3:8])[CH2:20][CH2:21][CH2:22][CH3:23])[CH3:19]. (2) Given the reactants [Cl:1][C:2]1[CH:20]=[CH:19][CH:18]=[CH:17][C:3]=1[CH2:4][N:5]1[C:13]2[C:8](=[CH:9][C:10]([Cl:14])=[CH:11][CH:12]=2)[C:7](=[O:15])[C:6]1=[O:16].[N+:21]([CH3:24])([O-:23])=[O:22], predict the reaction product. The product is: [Cl:14][C:10]1[CH:9]=[C:8]2[C:13](=[CH:12][CH:11]=1)[N:5]([CH2:4][C:3]1[CH:17]=[CH:18][CH:19]=[CH:20][C:2]=1[Cl:1])[C:6](=[O:16])[C:7]2([OH:15])[CH2:24][N+:21]([O-:23])=[O:22]. (3) Given the reactants [Cl:1][C:2]1[N:7]=[C:6]([CH3:8])[C:5]([NH2:9])=[CH:4][CH:3]=1.C(N(CC)CC)C.[CH3:17][S:18](Cl)(=[O:20])=[O:19], predict the reaction product. The product is: [Cl:1][C:2]1[N:7]=[C:6]([CH3:8])[C:5]([N:9]([S:18]([CH3:17])(=[O:20])=[O:19])[S:18]([CH3:17])(=[O:20])=[O:19])=[CH:4][CH:3]=1. (4) Given the reactants C([N:8]1[CH2:12][C@@H:11]([C:13]2[CH:18]=[CH:17][C:16]([F:19])=[CH:15][C:14]=2[F:20])[C@H:10]([C:21]([O:23][CH3:24])=[O:22])[CH2:9]1)C1C=CC=CC=1.CC1CC=CCC=1.[C:40](O[C:40]([O:42][C:43]([CH3:46])([CH3:45])[CH3:44])=[O:41])([O:42][C:43]([CH3:46])([CH3:45])[CH3:44])=[O:41], predict the reaction product. The product is: [F:20][C:14]1[CH:15]=[C:16]([F:19])[CH:17]=[CH:18][C:13]=1[C@@H:11]1[CH2:12][N:8]([C:40]([O:42][C:43]([CH3:44])([CH3:45])[CH3:46])=[O:41])[CH2:9][C@H:10]1[C:21]([O:23][CH3:24])=[O:22]. (5) Given the reactants [NH2:1][C@@H:2]1[CH2:6][CH2:5][N:4]([C:7](OC(C)(C)C)=O)[CH2:3]1.C([N:16](CC)CC)C.[C:21]([C:23]1[CH:28]=[CH:27][CH:26]=[CH:25][C:24]=1[S:29](Cl)(=[O:31])=[O:30])#[N:22].CCN(C(C)C)C(C)C.BrC#N, predict the reaction product. The product is: [C:21]([C:23]1[CH:28]=[CH:27][CH:26]=[CH:25][C:24]=1[S:29]([NH:1][C@@H:2]1[CH2:6][CH2:5][N:4]([C:7]#[N:16])[CH2:3]1)(=[O:31])=[O:30])#[N:22]. (6) The product is: [CH3:20][C:16]1([CH3:19])[C:17](=[CH2:18])[S:21][C:13](=[N:12][C:9]2[CH:8]=[CH:7][C:6]([CH3:22])=[CH:11][CH:10]=2)[CH2:14][CH2:15]1. Given the reactants O1CCCC1.[C:6]1([CH3:22])[CH:11]=[CH:10][C:9]([NH:12][C:13](=[S:21])[CH2:14][CH2:15][C:16]([CH3:20])([CH3:19])[CH:17]=[CH2:18])=[CH:8][CH:7]=1.II.C1CCN2C(=NCCC2)CC1, predict the reaction product. (7) Given the reactants Br[C:2]1[CH:3]=[N:4][CH:5]=[N:6][CH:7]=1.C([Mg]Cl)(C)C.[Br:13][C:14]1[CH:15]=[CH:16][C:17]([F:22])=[C:18]([CH:21]=1)[CH:19]=[O:20], predict the reaction product. The product is: [Br:13][C:14]1[CH:15]=[CH:16][C:17]([F:22])=[C:18]([CH:19]([C:2]2[CH:3]=[N:4][CH:5]=[N:6][CH:7]=2)[OH:20])[CH:21]=1. (8) Given the reactants Cl.O1CCOCC1.[F:8][C:9]1[CH:10]=[C:11]([C@H:33]([NH:35][S@@](C(C)(C)C)=O)[CH3:34])[CH:12]=[CH:13][C:14]=1[C:15]1[S:16][C:17]2[C:22]([N:23]=1)=[CH:21][CH:20]=[C:19]([C:24]1([C:27]3[CH:32]=[CH:31][CH:30]=[CH:29][CH:28]=3)[CH2:26][CH2:25]1)[N:18]=2, predict the reaction product. The product is: [F:8][C:9]1[CH:10]=[C:11]([C@H:33]([NH2:35])[CH3:34])[CH:12]=[CH:13][C:14]=1[C:15]1[S:16][C:17]2[C:22]([N:23]=1)=[CH:21][CH:20]=[C:19]([C:24]1([C:27]3[CH:28]=[CH:29][CH:30]=[CH:31][CH:32]=3)[CH2:25][CH2:26]1)[N:18]=2. (9) The product is: [CH3:24][O:29][P:30]([CH:42]1[CH2:47][CH2:46][CH2:45][CH2:44][CH2:43]1)(=[O:31])[O:19][C:16]1[CH:17]=[C:18]2[C:13](=[CH:14][CH:15]=1)[NH:12][N:11]=[C:10]2[C:2]1[NH:1][C:9]2[C:4]([CH:3]=1)=[CH:5][CH:6]=[CH:7][CH:8]=2. Given the reactants [NH:1]1[C:9]2[C:4](=[CH:5][CH:6]=[CH:7][CH:8]=2)[CH:3]=[C:2]1[C:10]1[C:18]2[C:13](=[CH:14][CH:15]=[C:16]([OH:19])[CH:17]=2)[NH:12][N:11]=1.[N+](C1C=CC=C[C:24]=1[O:29][P:30]([CH:42]1[CH2:47][CH2:46][CH2:45][CH2:44][CH2:43]1)(=O)[O:31]C1C=CC=CC=1[N+]([O-])=O)([O-])=O.N12CCCN=C1CCCCC2.CO, predict the reaction product. (10) Given the reactants [CH:1]([O:4][C:5]1[CH:10]=[C:9]([C:11](=[S:13])[NH2:12])[CH:8]=[C:7]([C:14]([F:17])([F:16])[F:15])[N:6]=1)([CH3:3])[CH3:2].CI.[CH3:20]C(C)=O.CCCCCC, predict the reaction product. The product is: [CH:1]([O:4][C:5]1[CH:10]=[C:9]([C:11]([S:13][CH3:20])=[NH:12])[CH:8]=[C:7]([C:14]([F:16])([F:17])[F:15])[N:6]=1)([CH3:3])[CH3:2].